The task is: Predict the reaction yield, written as a fraction of the theoretical maximum amount of product (1.0 means a 100% yield; for example, 0.34 means a 34% yield).. This data is from Reaction yield outcomes from USPTO patents with 853,638 reactions. (1) The reactants are [CH3:1][S:2]([NH:5][CH2:6][C:7]1[C:15]2[S:14](=[O:17])(=[O:16])[N:13]=[C:12]([CH2:18][C:19]([OH:21])=O)[NH:11][C:10]=2[S:9][CH:8]=1)(=[O:4])=[O:3].F[P-](F)(F)(F)(F)F.N1(OC(N(C)C)=[N+](C)C)C2N=CC=CC=2N=N1.CN1CCOCC1.C([O:55][C:56](=O)[CH:57]([CH:68]1[CH2:72][CH2:71][CH2:70][CH2:69]1)[CH2:58][NH:59][CH2:60][C:61]1[CH:66]=[CH:65][C:64]([F:67])=[CH:63][CH:62]=1)C.[O-]CC.[Na+].C(O)C. The catalyst is CN(C)C=O. The product is [CH:68]1([CH:57]2[CH2:58][N:59]([CH2:60][C:61]3[CH:66]=[CH:65][C:64]([F:67])=[CH:63][CH:62]=3)[C:19](=[O:21])[C:18]([C:12]3[NH:11][C:10]4[S:9][CH:8]=[C:7]([CH2:6][NH:5][S:2]([CH3:1])(=[O:3])=[O:4])[C:15]=4[S:14](=[O:16])(=[O:17])[N:13]=3)=[C:56]2[OH:55])[CH2:72][CH2:71][CH2:70][CH2:69]1. The yield is 0.180. (2) The catalyst is C(#N)C.[Fe]. The reactants are [C:1]([C:5]1[CH:26]=[CH:25][C:8]([C:9]([NH:11][C:12](=[S:24])[NH:13][C:14]2[CH:19]=[CH:18][C:17]([N+:20]([O-])=O)=[CH:16][C:15]=2[Cl:23])=[O:10])=[CH:7][CH:6]=1)([CH3:4])([CH3:3])[CH3:2].[Cl-].[NH4+].O. The product is [NH2:20][C:17]1[CH:18]=[CH:19][C:14]([NH:13][C:12]([NH:11][C:9](=[O:10])[C:8]2[CH:25]=[CH:26][C:5]([C:1]([CH3:2])([CH3:3])[CH3:4])=[CH:6][CH:7]=2)=[S:24])=[C:15]([Cl:23])[CH:16]=1. The yield is 0.830. (3) The reactants are [C:1]([O:5][C:6]([N:8]1[CH2:12][CH:11]([CH2:13][OH:14])[CH:10]2[O:15][CH2:16][C:17]([O:20][CH3:21])([O:18][CH3:19])[CH:9]12)=[O:7])([CH3:4])([CH3:3])[CH3:2].CC(OI1(OC(C)=O)(OC(C)=O)OC(=O)C2C=CC=CC1=2)=O. The catalyst is C(Cl)Cl. The product is [C:1]([O:5][C:6]([N:8]1[CH2:12][CH:11]([CH:13]=[O:14])[CH:10]2[O:15][CH2:16][C:17]([O:20][CH3:21])([O:18][CH3:19])[CH:9]12)=[O:7])([CH3:4])([CH3:3])[CH3:2]. The yield is 0.790. (4) The reactants are [NH2:1][C:2]1[CH:7]=[CH:6][N:5]=[C:4](C(OCC)=O)[N:3]=1.[CH3:13][Mg]Br.[O:16]1[CH2:20][CH2:19]CC1. No catalyst specified. The product is [NH2:1][C:2]1[CH:7]=[CH:6][N:5]=[C:4]([C:20]([OH:16])([CH3:19])[CH3:13])[N:3]=1. The yield is 0.320.